This data is from NCI-60 drug combinations with 297,098 pairs across 59 cell lines. The task is: Regression. Given two drug SMILES strings and cell line genomic features, predict the synergy score measuring deviation from expected non-interaction effect. (1) Drug 1: CC1=CC=C(C=C1)C2=CC(=NN2C3=CC=C(C=C3)S(=O)(=O)N)C(F)(F)F. Drug 2: CC1C(C(CC(O1)OC2CC(CC3=C2C(=C4C(=C3O)C(=O)C5=C(C4=O)C(=CC=C5)OC)O)(C(=O)CO)O)N)O.Cl. Cell line: HOP-62. Synergy scores: CSS=34.5, Synergy_ZIP=0.392, Synergy_Bliss=1.41, Synergy_Loewe=-5.10, Synergy_HSA=4.58. (2) Drug 1: C1=CC=C(C=C1)NC(=O)CCCCCCC(=O)NO. Drug 2: CC1C(C(CC(O1)OC2CC(CC3=C2C(=C4C(=C3O)C(=O)C5=C(C4=O)C(=CC=C5)OC)O)(C(=O)CO)O)N)O.Cl. Cell line: SNB-75. Synergy scores: CSS=43.8, Synergy_ZIP=-2.78, Synergy_Bliss=1.14, Synergy_Loewe=2.68, Synergy_HSA=4.48. (3) Drug 1: CC1=CC=C(C=C1)C2=CC(=NN2C3=CC=C(C=C3)S(=O)(=O)N)C(F)(F)F. Drug 2: CC1=C2C(C(=O)C3(C(CC4C(C3C(C(C2(C)C)(CC1OC(=O)C(C(C5=CC=CC=C5)NC(=O)OC(C)(C)C)O)O)OC(=O)C6=CC=CC=C6)(CO4)OC(=O)C)O)C)O. Cell line: UACC62. Synergy scores: CSS=32.1, Synergy_ZIP=8.91, Synergy_Bliss=10.5, Synergy_Loewe=12.3, Synergy_HSA=12.2. (4) Drug 1: C1CN(CCN1C(=O)CCBr)C(=O)CCBr. Drug 2: B(C(CC(C)C)NC(=O)C(CC1=CC=CC=C1)NC(=O)C2=NC=CN=C2)(O)O. Cell line: OVCAR-8. Synergy scores: CSS=59.1, Synergy_ZIP=-3.47, Synergy_Bliss=3.66, Synergy_Loewe=-23.3, Synergy_HSA=1.50. (5) Drug 1: CCCCCOC(=O)NC1=NC(=O)N(C=C1F)C2C(C(C(O2)C)O)O. Drug 2: CN(CCCl)CCCl.Cl. Cell line: RXF 393. Synergy scores: CSS=3.21, Synergy_ZIP=-2.67, Synergy_Bliss=-0.471, Synergy_Loewe=-9.49, Synergy_HSA=-1.38. (6) Drug 1: CC1CCC2CC(C(=CC=CC=CC(CC(C(=O)C(C(C(=CC(C(=O)CC(OC(=O)C3CCCCN3C(=O)C(=O)C1(O2)O)C(C)CC4CCC(C(C4)OC)OCCO)C)C)O)OC)C)C)C)OC. Drug 2: COCCOC1=C(C=C2C(=C1)C(=NC=N2)NC3=CC=CC(=C3)C#C)OCCOC.Cl. Cell line: SR. Synergy scores: CSS=21.7, Synergy_ZIP=1.22, Synergy_Bliss=-0.422, Synergy_Loewe=-39.1, Synergy_HSA=-1.70.